From a dataset of Catalyst prediction with 721,799 reactions and 888 catalyst types from USPTO. Predict which catalyst facilitates the given reaction. Reactant: [CH3:1][S:2][C:3]1[C:11]2[C:6](=[CH:7][C:8]([C:12]([O:14]C)=[O:13])=[CH:9][CH:10]=2)[N:5]([C:16]2[N:21]=[CH:20][C:19]([C:22]3[CH:27]=[CH:26][CH:25]=[CH:24][CH:23]=3)=[CH:18][N:17]=2)[N:4]=1.O.[OH-].[Li+].Cl. Product: [CH3:1][S:2][C:3]1[C:11]2[C:6](=[CH:7][C:8]([C:12]([OH:14])=[O:13])=[CH:9][CH:10]=2)[N:5]([C:16]2[N:21]=[CH:20][C:19]([C:22]3[CH:27]=[CH:26][CH:25]=[CH:24][CH:23]=3)=[CH:18][N:17]=2)[N:4]=1. The catalyst class is: 20.